Dataset: Forward reaction prediction with 1.9M reactions from USPTO patents (1976-2016). Task: Predict the product of the given reaction. (1) Given the reactants Cl.[NH2:2][CH2:3][C:4]1[CH:12]=[CH:11][CH:10]=[C:9]2[C:5]=1[C:6](=[O:22])[N:7]([CH:14]1[CH2:19][CH2:18][C:17](=[O:20])[NH:16][C:15]1=[O:21])[C:8]2=[O:13].N12CCCN=C1CCCCC2.ON1C2C=CC=CC=2N=N1.Cl.[N:45]1[CH:50]=[CH:49][C:48]([CH2:51][C:52](O)=[O:53])=[CH:47][CH:46]=1.Cl.CN(C)CCCN=C=NCC, predict the reaction product. The product is: [O:21]=[C:15]1[CH:14]([N:7]2[C:6](=[O:22])[C:5]3[C:9](=[CH:10][CH:11]=[CH:12][C:4]=3[CH2:3][NH:2][C:52](=[O:53])[CH2:51][C:48]3[CH:49]=[CH:50][N:45]=[CH:46][CH:47]=3)[C:8]2=[O:13])[CH2:19][CH2:18][C:17](=[O:20])[NH:16]1. (2) Given the reactants [CH3:1][O:2][C:3]1[CH:39]=[CH:38][C:6]([CH2:7][NH:8][C:9]2[S:17][C:12]3=[CH:13][N:14]=[CH:15][CH:16]=[C:11]3[C:10]=2[C:18]([C:20]2[CH:21]=[C:22]3[C:26](=[CH:27][CH:28]=2)[C:25](=[N:29][O:30][Si](C(C)(C)C)(C)C)[CH2:24][CH2:23]3)=[O:19])=[CH:5][CH:4]=1.CCCC[N+](CCCC)(CCCC)CCCC.[F-], predict the reaction product. The product is: [OH:30][N:29]=[C:25]1[C:26]2[C:22](=[CH:21][C:20]([C:18]([C:10]3[C:11]4[C:12](=[CH:13][N:14]=[CH:15][CH:16]=4)[S:17][C:9]=3[NH:8][CH2:7][C:6]3[CH:5]=[CH:4][C:3]([O:2][CH3:1])=[CH:39][CH:38]=3)=[O:19])=[CH:28][CH:27]=2)[CH2:23][CH2:24]1. (3) Given the reactants [F:1][C:2]1[C:17]([CH3:18])=[CH:16][C:5]2[N:6]([CH:10]3[CH2:15][CH2:14][NH:13][CH2:12][CH2:11]3)[C:7](=[O:9])[NH:8][C:4]=2[CH:3]=1.O[C:20]([CH3:24])([CH3:23])[C:21]#[N:22].[O:25]1[CH2:30]CC(=O)C[CH2:26]1, predict the reaction product. The product is: [F:1][C:2]1[C:17]([CH3:18])=[CH:16][C:5]2[N:6]([CH:10]3[CH2:11][CH2:12][N:13]([C:20]4([C:21]#[N:22])[CH2:24][CH2:30][O:25][CH2:26][CH2:23]4)[CH2:14][CH2:15]3)[C:7](=[O:9])[NH:8][C:4]=2[CH:3]=1. (4) Given the reactants [NH:1]1[CH2:4][CH:3]([N:5]2[C:9]3[N:10]=[C:11]([C:20]4[CH:21]=[C:22]([OH:26])[CH:23]=[CH:24][CH:25]=4)[N:12]=[C:13]([N:14]4[CH2:19][CH2:18][O:17][CH2:16][CH2:15]4)[C:8]=3[N:7]=[N:6]2)[CH2:2]1.[CH:27](=O)[C:28]1[CH:33]=[CH:32][CH:31]=[CH:30][CH:29]=1.[BH3-]C#N.[Na+], predict the reaction product. The product is: [CH2:27]([N:1]1[CH2:2][CH:3]([N:5]2[C:9]3[N:10]=[C:11]([C:20]4[CH:21]=[C:22]([OH:26])[CH:23]=[CH:24][CH:25]=4)[N:12]=[C:13]([N:14]4[CH2:19][CH2:18][O:17][CH2:16][CH2:15]4)[C:8]=3[N:7]=[N:6]2)[CH2:4]1)[C:28]1[CH:33]=[CH:32][CH:31]=[CH:30][CH:29]=1. (5) Given the reactants [CH3:1][C:2]1[S:3][CH:4]=[C:5]([C:7]2[CH:15]=[CH:14][C:10]([C:11]([OH:13])=O)=[CH:9][CH:8]=2)[N:6]=1.CN(C(ON1N=NC2C=CC=CC1=2)=[N+](C)C)C.[B-](F)(F)(F)F.[CH3:38][N:39]([CH:50]1[CH2:55][CH2:54][N:53]([CH3:56])[CH2:52][CH2:51]1)[C:40]1[O:41][C:42]2[CH:48]=[CH:47][C:46]([NH2:49])=[CH:45][C:43]=2[N:44]=1.CC(C)=O, predict the reaction product. The product is: [CH3:38][N:39]([CH:50]1[CH2:55][CH2:54][N:53]([CH3:56])[CH2:52][CH2:51]1)[C:40]1[O:41][C:42]2[CH:48]=[CH:47][C:46]([NH:49][C:11](=[O:13])[C:10]3[CH:9]=[CH:8][C:7]([C:5]4[N:6]=[C:2]([CH3:1])[S:3][CH:4]=4)=[CH:15][CH:14]=3)=[CH:45][C:43]=2[N:44]=1.